From a dataset of Full USPTO retrosynthesis dataset with 1.9M reactions from patents (1976-2016). Predict the reactants needed to synthesize the given product. (1) Given the product [CH3:20][O:19][C:15]1[C:14]([O:21][CH3:22])=[C:13]([O:23][CH3:24])[CH:12]=[C:11]2[C:16]=1[CH:17]=[CH:18][C:9]([CH2:10][CH2:9][CH2:18][N:25]1[CH2:30][CH2:29][N:28]([CH2:12][CH2:11][CH2:16][C:9]3[CH:18]=[CH:17][C:16]4[C:11](=[CH:12][C:13]([O:23][CH3:24])=[C:14]([O:21][CH3:22])[C:15]=4[O:19][CH3:20])[CH:10]=3)[CH2:27][CH2:26]1)=[CH:10]2, predict the reactants needed to synthesize it. The reactants are: CS(OCCC[C:9]1[CH:18]=[CH:17][C:16]2[C:11](=[CH:12][C:13]([O:23][CH3:24])=[C:14]([O:21][CH3:22])[C:15]=2[O:19][CH3:20])[CH:10]=1)(=O)=O.[NH:25]1[CH2:30][CH2:29][NH:28][CH2:27][CH2:26]1. (2) Given the product [C:1]([O:5][C:6](=[O:23])[NH:7][C:8]1[CH:13]=[C:12]([N:14]([CH2:16][CH:17]([CH3:18])[CH3:19])[CH3:15])[C:11]([C:20]#[N:21])=[CH:10][C:9]=1[NH:22][C:29](=[O:28])[CH2:30][C:31]([C:33]1[CH:38]=[CH:37][CH:36]=[C:35]([C:39]2[O:43][N:42]=[C:41]([CH3:44])[CH:40]=2)[CH:34]=1)=[O:32])([CH3:3])([CH3:4])[CH3:2], predict the reactants needed to synthesize it. The reactants are: [C:1]([O:5][C:6](=[O:23])[NH:7][C:8]1[CH:13]=[C:12]([N:14]([CH2:16][CH:17]([CH3:19])[CH3:18])[CH3:15])[C:11]([C:20]#[N:21])=[CH:10][C:9]=1[NH2:22])([CH3:4])([CH3:3])[CH3:2].C([O:28][C:29](=O)[CH2:30][C:31]([C:33]1[CH:38]=[CH:37][CH:36]=[C:35]([C:39]2[O:43][N:42]=[C:41]([CH3:44])[CH:40]=2)[CH:34]=1)=[O:32])(C)(C)C.